The task is: Predict the reaction yield, written as a fraction of the theoretical maximum amount of product (1.0 means a 100% yield; for example, 0.34 means a 34% yield).. This data is from Reaction yield outcomes from USPTO patents with 853,638 reactions. (1) The yield is 0.760. The product is [CH3:1][C:2]1[CH:7]=[C:6]([O:8][CH2:9][CH2:10][CH2:11][CH2:12][CH2:13][CH2:14][CH2:15][CH2:16][CH2:17][CH3:18])[CH:5]=[CH:4][C:3]=1[NH2:19]. The reactants are [CH3:1][C:2]1[CH:7]=[C:6]([O:8][CH2:9][CH2:10][CH2:11][CH2:12][CH2:13][CH2:14][CH2:15][CH2:16][CH2:17][CH3:18])[CH:5]=[CH:4][C:3]=1[N+:19]([O-])=O.CO.Cl.C(=O)([O-])[O-].[K+].[K+]. The catalyst is [Fe].ClCCl.O.O1CCOCC1. (2) The reactants are [F:1][C:2]1[CH:7]=[CH:6][C:5]([O:8][C:9]2[CH:14]=[CH:13][C:12](I)=[CH:11][CH:10]=2)=[CH:4][CH:3]=1.[B:16]1([B:16]2[O:20][C:19]([CH3:22])([CH3:21])[C:18]([CH3:24])([CH3:23])[O:17]2)[O:20][C:19]([CH3:22])([CH3:21])[C:18]([CH3:24])([CH3:23])[O:17]1.CC([O-])=O.[K+]. The catalyst is C1C=CC(P(C2C=CC=CC=2)[C-]2C=CC=C2)=CC=1.C1C=CC(P(C2C=CC=CC=2)[C-]2C=CC=C2)=CC=1.Cl[Pd]Cl.[Fe+2].O1CCOCC1. The product is [F:1][C:2]1[CH:7]=[CH:6][C:5]([O:8][C:9]2[CH:14]=[CH:13][C:12]([B:16]3[O:20][C:19]([CH3:22])([CH3:21])[C:18]([CH3:24])([CH3:23])[O:17]3)=[CH:11][CH:10]=2)=[CH:4][CH:3]=1. The yield is 0.500.